This data is from Full USPTO retrosynthesis dataset with 1.9M reactions from patents (1976-2016). The task is: Predict the reactants needed to synthesize the given product. (1) Given the product [CH3:1][O:2][C:3](=[O:12])[C:4]1[CH:9]=[CH:8][CH:7]=[C:6]([N:10]=[CH:17][C:16]2[CH:19]=[CH:20][CH:21]=[C:14]([Br:13])[CH:15]=2)[C:5]=1[F:11], predict the reactants needed to synthesize it. The reactants are: [CH3:1][O:2][C:3](=[O:12])[C:4]1[CH:9]=[CH:8][CH:7]=[C:6]([NH2:10])[C:5]=1[F:11].[Br:13][C:14]1[CH:15]=[C:16]([CH:19]=[CH:20][CH:21]=1)[CH:17]=O. (2) Given the product [C:32]([O:25][C@@H:20]([C:14]1[C:13]([CH3:26])=[N:12][C:11]2[N:10]([N:9]=[C:8]([C:4]3[CH:5]=[CH:6][CH:7]=[C:2]([Cl:1])[CH:3]=3)[CH:27]=2)[C:15]=1[CH2:16][CH:17]([CH3:19])[CH3:18])[C:21]([O:23][CH3:24])=[O:22])([CH3:35])([CH3:34])[CH3:33], predict the reactants needed to synthesize it. The reactants are: [Cl:1][C:2]1[CH:3]=[C:4]([C:8]2[CH:27]=[C:11]3[N:12]=[C:13]([CH3:26])[C:14]([C@H:20]([OH:25])[C:21]([O:23][CH3:24])=[O:22])=[C:15]([CH2:16][CH:17]([CH3:19])[CH3:18])[N:10]3[N:9]=2)[CH:5]=[CH:6][CH:7]=1.C(O[C:32]([CH3:35])([CH3:34])[CH3:33])(=O)C.